From a dataset of Forward reaction prediction with 1.9M reactions from USPTO patents (1976-2016). Predict the product of the given reaction. (1) Given the reactants [OH:1][C:2]1[CH:3]=[C:4]([CH:7]=[CH:8][C:9]=1[OH:10])[CH:5]=[O:6].C(=O)([O-])[O-].[K+].[K+].Br[CH2:18][C:19]1[CH:24]=[CH:23][C:22]([C:25]([F:28])([F:27])[F:26])=[CH:21][C:20]=1[C:29]([F:32])([F:31])[F:30].[Cl-].[NH4+], predict the reaction product. The product is: [F:30][C:29]([F:31])([F:32])[C:20]1[CH:21]=[C:22]([C:25]([F:28])([F:26])[F:27])[CH:23]=[CH:24][C:19]=1[CH2:18][O:10][C:9]1[CH:8]=[CH:7][C:4]([CH:5]=[O:6])=[CH:3][C:2]=1[OH:1]. (2) Given the reactants [Cl:1][C:2]1[N:7]=[C:6]([O:8][C:9]2[CH:14]=[CH:13][CH:12]=[C:11]([N+:15]([O-])=O)[CH:10]=2)[C:5]([O:18][CH3:19])=[CH:4][N:3]=1.[NH4+].[Cl-], predict the reaction product. The product is: [Cl:1][C:2]1[N:7]=[C:6]([O:8][C:9]2[CH:10]=[C:11]([CH:12]=[CH:13][CH:14]=2)[NH2:15])[C:5]([O:18][CH3:19])=[CH:4][N:3]=1. (3) Given the reactants C[O:2][C:3](=[O:41])[C:4]1[CH:9]=[CH:8][C:7]([O:10][C:11]2[S:15][C:14]([NH:16][C:17](=[O:40])[CH:18]([C:28]3[CH:33]=[CH:32][C:31]([S:34]([CH:37]4[CH2:39][CH2:38]4)(=[O:36])=[O:35])=[CH:30][CH:29]=3)[O:19][C:20]3[CH:25]=[CH:24]C(F)=[CH:22][C:21]=3F)=[N:13][CH:12]=2)=[CH:6][CH:5]=1.[Li+].[OH-:43], predict the reaction product. The product is: [CH:37]1([S:34]([C:31]2[CH:32]=[CH:33][C:28]([CH:18]([O:19][CH:20]3[CH2:25][CH2:24][O:43][CH2:22][CH2:21]3)[C:17]([NH:16][C:14]3[S:15][C:11]([O:10][C:7]4[CH:6]=[CH:5][C:4]([C:3]([OH:2])=[O:41])=[CH:9][CH:8]=4)=[CH:12][N:13]=3)=[O:40])=[CH:29][CH:30]=2)(=[O:36])=[O:35])[CH2:38][CH2:39]1. (4) The product is: [C:1]([O:5][C:6]1[CH:7]=[CH:8][C:9]([C@H:12]([NH2:14])[CH3:13])=[CH:10][CH:11]=1)([CH3:4])([CH3:2])[CH3:3]. Given the reactants [C:1]([O:5][C:6]1[CH:11]=[CH:10][C:9]([C@H:12]([NH:14]C(=O)COC)[CH3:13])=[CH:8][CH:7]=1)([CH3:4])([CH3:3])[CH3:2].N(CCO)(CCO)CCO.[OH-].[Na+], predict the reaction product. (5) Given the reactants [Cl:1][C:2]1[CH:3]=[C:4]([C@@:9]2([CH2:15][CH2:16][OH:17])[O:14][CH2:13][CH2:12][NH:11][CH2:10]2)[CH:5]=[CH:6][C:7]=1[Cl:8].C(N(CC)CC)C.[CH3:25][O:26][C:27]1[CH:28]=[C:29]([CH:33]=[C:34]([O:38][CH3:39])[C:35]=1[O:36][CH3:37])[C:30](Cl)=[O:31].Cl, predict the reaction product. The product is: [Cl:1][C:2]1[CH:3]=[C:4]([C@@:9]2([CH2:15][CH2:16][OH:17])[O:14][CH2:13][CH2:12][N:11]([C:30](=[O:31])[C:29]3[CH:28]=[C:27]([O:26][CH3:25])[C:35]([O:36][CH3:37])=[C:34]([O:38][CH3:39])[CH:33]=3)[CH2:10]2)[CH:5]=[CH:6][C:7]=1[Cl:8]. (6) Given the reactants C[Si]([N-][Si](C)(C)C)(C)C.[Li+].C[Si]([CH2:15][C:16]([O:18][CH2:19][CH3:20])=[O:17])(C)C.[O:21]1[C:25]([C:26]([C:28]2[CH:33]=[CH:32][C:31]([O:34][CH:35]3[CH2:40][CH2:39][CH2:38][CH2:37][O:36]3)=[CH:30][CH:29]=2)=O)=[CH:24][N:23]=[CH:22]1, predict the reaction product. The product is: [O:21]1[C:25]([C:26]([C:28]2[CH:29]=[CH:30][C:31]([O:34][CH:35]3[CH2:40][CH2:39][CH2:38][CH2:37][O:36]3)=[CH:32][CH:33]=2)=[CH:15][C:16]([O:18][CH2:19][CH3:20])=[O:17])=[CH:24][N:23]=[CH:22]1. (7) Given the reactants Cl[CH2:2][CH2:3][CH2:4][O:5][C:6]1[CH:11]=[CH:10][C:9]([I:12])=[CH:8][CH:7]=1.C(#N)C.C(=O)([O-])[O-].[K+].[K+].[CH3:22][C:23]1([CH3:29])[CH2:28][CH2:27][CH2:26][NH:25][CH2:24]1, predict the reaction product. The product is: [I:12][C:9]1[CH:10]=[CH:11][C:6]([O:5][CH2:4][CH2:3][CH2:2][N:25]2[CH2:26][CH2:27][CH2:28][C:23]([CH3:29])([CH3:22])[CH2:24]2)=[CH:7][CH:8]=1.